Dataset: Full USPTO retrosynthesis dataset with 1.9M reactions from patents (1976-2016). Task: Predict the reactants needed to synthesize the given product. Given the product [F:22][C:19]1[CH:20]=[CH:21][C:16]([C:14]2[N:13]=[C:11]3[N:10]([CH:15]=2)[C:9]([CH3:23])=[C:8]([C:6]([OH:7])=[O:5])[S:12]3)=[CH:17][CH:18]=1, predict the reactants needed to synthesize it. The reactants are: [OH-].[Li+].C([O:5][C:6]([C:8]1[S:12][C:11]2=[N:13][C:14]([C:16]3[CH:21]=[CH:20][C:19]([F:22])=[CH:18][CH:17]=3)=[CH:15][N:10]2[C:9]=1[CH3:23])=[O:7])C.